This data is from Full USPTO retrosynthesis dataset with 1.9M reactions from patents (1976-2016). The task is: Predict the reactants needed to synthesize the given product. (1) Given the product [CH:40]1[CH:39]=[C:36]2[C:37]([C:28]3[C:29]([NH:34][C:35]2=[CH:42][CH:41]=1)=[CH:30][C:31]1[C:32]([C:21]2[C:22]([NH:25][C:26]=1[CH:27]=3)=[CH:23][CH:24]=[CH:19][CH:20]=2)=[O:33])=[O:38].[CH3:18][C:19]1[CH:24]=[CH:23][C:22]2[NH:25][C:26]3[C:31]([C:32](=[O:33])[C:21]=2[CH:20]=1)=[CH:30][C:29]1[NH:34][C:35]2[CH:42]=[CH:41][C:40]([CH3:43])=[CH:39][C:36]=2[C:37](=[O:38])[C:28]=1[CH:27]=3, predict the reactants needed to synthesize it. The reactants are: C=CC1C=CC=CC=1.C(O)(=O)C=C.CO.[OH-].[K+].[CH3:18][C:19]1[CH:24]=[CH:23][C:22]2[NH:25][C:26]3[C:31]([C:32](=[O:33])[C:21]=2[CH:20]=1)=[CH:30][C:29]1[NH:34][C:35]2[CH:42]=[CH:41][C:40]([CH3:43])=[CH:39][C:36]=2[C:37](=[O:38])[C:28]=1[CH:27]=3. (2) Given the product [Br:10][C:11]1[CH:12]=[C:13]([S:18]([NH:1][C:2]2[CH:3]=[N:4][CH:5]=[C:6]([Cl:9])[C:7]=2[OH:8])(=[O:20])=[O:19])[CH:14]=[N:15][C:16]=1[Cl:17], predict the reactants needed to synthesize it. The reactants are: [NH2:1][C:2]1[CH:3]=[N:4][CH:5]=[C:6]([Cl:9])[C:7]=1[OH:8].[Br:10][C:11]1[CH:12]=[C:13]([S:18](Cl)(=[O:20])=[O:19])[CH:14]=[N:15][C:16]=1[Cl:17]. (3) Given the product [Cl:1][C:2]1[N:3]=[CH:4][C:5]([NH2:15])=[C:6]([NH:8][C@@H:9]([CH3:14])[C:10]([F:13])([F:11])[F:12])[CH:7]=1, predict the reactants needed to synthesize it. The reactants are: [Cl:1][C:2]1[CH:7]=[C:6]([NH:8][C@@H:9]([CH3:14])[C:10]([F:13])([F:12])[F:11])[C:5]([N+:15]([O-])=O)=[CH:4][N:3]=1. (4) Given the product [Cl:1][C:2]1[CH:26]=[CH:25][C:24]([Cl:27])=[CH:23][C:3]=1[O:4][C:5]1[C:6]([C:11]([NH:35][C:33]2[CH:34]=[C:29]([F:28])[CH:30]=[CH:31][C:32]=2[O:36][CH3:37])=[O:12])=[CH:7][N:8]=[CH:9][CH:10]=1, predict the reactants needed to synthesize it. The reactants are: [Cl:1][C:2]1[CH:26]=[CH:25][C:24]([Cl:27])=[CH:23][C:3]=1[O:4][C:5]1[CH:10]=[CH:9][N:8]=[CH:7][C:6]=1[C:11](N1C2C(=CC=CC=2)CCC1)=[O:12].[F:28][C:29]1[CH:30]=[CH:31][C:32]([O:36][CH3:37])=[C:33]([NH2:35])[CH:34]=1.